From a dataset of Catalyst prediction with 721,799 reactions and 888 catalyst types from USPTO. Predict which catalyst facilitates the given reaction. (1) Reactant: [Cl:1][C:2]1[CH:3]=[C:4]2[C:8](=[C:9]([C:12]([OH:14])=O)[C:10]=1[F:11])[NH:7][CH:6]=[CH:5]2.CN(C(ON1N=NC2C=CC=CC1=2)=[N+](C)C)C.[B-](F)(F)(F)F.C(N(CC)C(C)C)(C)C.[CH:46]1([C:49]2[CH:68]=[CH:67][C:52]([CH2:53][NH:54][CH2:55][CH2:56][C:57]3[CH:62]=[CH:61][CH:60]=[C:59]([C:63]([F:66])([F:65])[F:64])[CH:58]=3)=[CH:51][CH:50]=2)[CH2:48][CH2:47]1. Product: [CH:46]1([C:49]2[CH:68]=[CH:67][C:52]([CH2:53][N:54]([CH2:55][CH2:56][C:57]3[CH:62]=[CH:61][CH:60]=[C:59]([C:63]([F:66])([F:65])[F:64])[CH:58]=3)[C:12]([C:9]3[C:10]([F:11])=[C:2]([Cl:1])[CH:3]=[C:4]4[C:8]=3[NH:7][CH:6]=[CH:5]4)=[O:14])=[CH:51][CH:50]=2)[CH2:48][CH2:47]1. The catalyst class is: 18. (2) Reactant: [C:1]([C:3]1[C@@H:8]([C:9]2[CH:14]=[CH:13][C:12]([C:15]#[N:16])=[CH:11][CH:10]=2)[N:7]([CH2:17][C:18](O)=[O:19])[C:6](=[O:21])[N:5]([C:22]2[CH:27]=[CH:26][CH:25]=[C:24]([C:28]([F:31])([F:30])[F:29])[CH:23]=2)[C:4]=1[CH3:32])#[N:2].C[N:34]1CCOCC1.ClC(OCC)=O.N.Cl. The catalyst class is: 1. Product: [C:1]([C:3]1[C@@H:8]([C:9]2[CH:14]=[CH:13][C:12]([C:15]#[N:16])=[CH:11][CH:10]=2)[N:7]([CH2:17][C:18]([NH2:34])=[O:19])[C:6](=[O:21])[N:5]([C:22]2[CH:27]=[CH:26][CH:25]=[C:24]([C:28]([F:29])([F:30])[F:31])[CH:23]=2)[C:4]=1[CH3:32])#[N:2]. (3) The catalyst class is: 31. Reactant: CCOC(C(C#N)=N[O:8][C:9]([N:13]1[CH2:18][CH2:17][O:16][CH2:15][CH2:14]1)=[N+](C)C)=O.F[P-](F)(F)(F)(F)F.[NH:28]1[C:36]2[C:31](=[CH:32][CH:33]=[CH:34][CH:35]=2)[C:30]([C:37]2[N:38]=[N:39][N:40]([C:42]3[CH:47]=[CH:46][C:45]([CH2:48]C(O)=O)=[CH:44][CH:43]=3)[CH:41]=2)=[N:29]1.CCN(C(C)C)C(C)C.N1CCOCC1. Product: [N:13]1([C:9](=[O:8])[CH2:48][C:45]2[CH:46]=[CH:47][C:42]([N:40]3[CH:41]=[C:37]([C:30]4[C:31]5[C:36](=[CH:35][CH:34]=[CH:33][CH:32]=5)[NH:28][N:29]=4)[N:38]=[N:39]3)=[CH:43][CH:44]=2)[CH2:14][CH2:15][O:16][CH2:17][CH2:18]1. (4) Reactant: Cl[C:2]1[C:11]2=[N:12][N:13](CC3C=CC(OC)=CC=3)[CH:14]=[C:10]2[C:9]2[CH:8]=[C:7]([O:24][CH3:25])[CH:6]=[CH:5][C:4]=2[N:3]=1.[NH:26]1[C:34]2[C:29](=[CH:30][CH:31]=[C:32]([NH2:35])[CH:33]=2)[CH:28]=[CH:27]1.Cl. Product: [NH:26]1[C:34]2[C:29](=[CH:30][CH:31]=[C:32]([NH:35][C:2]3[C:11]4[NH:12][N:13]=[CH:14][C:10]=4[C:9]4[CH:8]=[C:7]([O:24][CH3:25])[CH:6]=[CH:5][C:4]=4[N:3]=3)[CH:33]=2)[CH:28]=[CH:27]1. The catalyst class is: 71. (5) Reactant: C[Si]([C:5]#[C:6][C:7]1[CH:16]=[CH:15][C:10]([C:11]([O:13][CH3:14])=[O:12])=[CH:9][CH:8]=1)(C)C.C(=O)([O-])[O-].[K+].[K+].CO. The catalyst class is: 2. Product: [C:6]([C:7]1[CH:16]=[CH:15][C:10]([C:11]([O:13][CH3:14])=[O:12])=[CH:9][CH:8]=1)#[CH:5].